Dataset: Full USPTO retrosynthesis dataset with 1.9M reactions from patents (1976-2016). Task: Predict the reactants needed to synthesize the given product. (1) Given the product [CH:18]([O:17][C:15]([N:11]1[C:10]2[C:21]3[CH2:41][CH2:42][CH2:69][C:22]=3[CH:23]=[CH:24][C:9]=2[CH:8]([N:7]([CH2:6][C:5]2[CH:4]=[C:3]([C:2]([F:39])([F:38])[F:1])[CH:33]=[C:32]([C:34]([F:36])([F:37])[F:35])[CH:31]=2)[C:26]2[NH:30][N:29]=[N:28][N:27]=2)[CH2:14][CH2:13][CH2:12]1)=[O:16])([CH3:20])[CH3:19], predict the reactants needed to synthesize it. The reactants are: [F:1][C:2]([F:39])([F:38])[C:3]1[CH:4]=[C:5]([CH:31]=[C:32]([C:34]([F:37])([F:36])[F:35])[CH:33]=1)[CH2:6][N:7]([C:26]1[NH:30][N:29]=[N:28][N:27]=1)[CH:8]1[CH2:14][CH2:13][CH2:12][N:11]([C:15]([O:17][CH:18]([CH3:20])[CH3:19])=[O:16])[C:10]2[CH:21]=[C:22](Cl)[CH:23]=[CH:24][C:9]1=2.F[C:41](F)(F)[C:42]1C=C(C=C(C(F)(F)F)[CH:69]=1)CNC1C2C=CC3CCCC=3C=2N(C(OC(C)C)=O)CCC1. (2) Given the product [CH3:18][N:19]1[CH2:24][CH2:23][N:22]([CH2:3][CH2:2][C:1]([O:5][CH2:6][CH2:7][CH2:8][CH2:9][CH2:10][CH2:11][CH2:12][CH2:13][CH2:14][CH2:15][CH2:16][CH3:17])=[O:4])[CH2:21][CH2:20]1, predict the reactants needed to synthesize it. The reactants are: [C:1]([O:5][CH2:6][CH2:7][CH2:8][CH2:9][CH2:10][CH2:11][CH2:12][CH2:13][CH2:14][CH2:15][CH2:16][CH3:17])(=[O:4])[CH:2]=[CH2:3].[CH3:18][N:19]1[CH2:24][CH2:23][NH:22][CH2:21][CH2:20]1. (3) Given the product [F:34][C:2]([F:33])([F:1])[C:3]1[CH:4]=[C:5]([C:13]([N:15]2[CH2:20][CH2:19][C@H:18]([N:21]3[CH2:26][CH2:25][N:24]([C:36]4[CH:41]=[N:40][CH:39]=[CH:38][N:37]=4)[CH2:23][CH2:22]3)[C@H:17]([C:27]3[CH:32]=[CH:31][CH:30]=[CH:29][CH:28]=3)[CH2:16]2)=[O:14])[CH:6]=[C:7]([C:9]([F:10])([F:11])[F:12])[CH:8]=1, predict the reactants needed to synthesize it. The reactants are: [F:1][C:2]([F:34])([F:33])[C:3]1[CH:4]=[C:5]([C:13]([N:15]2[CH2:20][CH2:19][C@H:18]([N:21]3[CH2:26][CH2:25][NH:24][CH2:23][CH2:22]3)[C@H:17]([C:27]3[CH:32]=[CH:31][CH:30]=[CH:29][CH:28]=3)[CH2:16]2)=[O:14])[CH:6]=[C:7]([C:9]([F:12])([F:11])[F:10])[CH:8]=1.Cl[C:36]1[CH:41]=[N:40][CH:39]=[CH:38][N:37]=1. (4) Given the product [Br:10][C:6]1[C:5]2[S:11](=[O:13])(=[O:12])[N:14]([C:15]([CH3:18])([CH3:17])[CH3:16])[CH:26]([OH:27])[C:4]=2[CH:9]=[CH:8][CH:7]=1, predict the reactants needed to synthesize it. The reactants are: [H-].[Na+].Br[C:4]1[CH:9]=[CH:8][CH:7]=[C:6]([Br:10])[C:5]=1[S:11]([NH:14][C:15]([CH3:18])([CH3:17])[CH3:16])(=[O:13])=[O:12].[Li]CCCC.CN(C)[CH:26]=[O:27]. (5) Given the product [Cl:1][C:2]1[CH:11]=[C:10]([NH2:17])[C:9]2[C:4](=[CH:5][CH:6]=[C:7]([O:13][CH3:14])[CH:8]=2)[N:3]=1, predict the reactants needed to synthesize it. The reactants are: [Cl:1][C:2]1[CH:11]=[C:10](Cl)[C:9]2[C:4](=[CH:5][CH:6]=[C:7]([O:13][CH3:14])[CH:8]=2)[N:3]=1.CO.[NH3:17]. (6) Given the product [CH3:21][C:12]1[S:11][C:10]([C:6]2[N:5]([Si:4]([CH:1]([CH3:3])[CH3:2])([CH:15]([CH3:17])[CH3:16])[CH:18]([CH3:20])[CH3:19])[CH:9]=[CH:8][CH:7]=2)=[N:14][CH:13]=1, predict the reactants needed to synthesize it. The reactants are: [CH:1]([Si:4]([CH:18]([CH3:20])[CH3:19])([CH:15]([CH3:17])[CH3:16])[N:5]1[CH:9]=[CH:8][CH:7]=[C:6]1[C:10]1[S:11][CH:12]=[CH:13][N:14]=1)([CH3:3])[CH3:2].[CH2:21]([Li])CCC.IC.O. (7) Given the product [ClH:33].[NH:8]1[CH2:11][CH:10]([O:12][C:13]2[CH:18]=[CH:17][C:16]([N:19]3[CH:35]=[CH:34][C:23]4[N:24]=[C:25]([C:27]5[CH:32]=[CH:31][C:30]([Cl:33])=[CH:29][CH:28]=5)[S:26][C:22]=4[C:20]3=[O:21])=[CH:15][C:14]=2[O:40][CH3:41])[CH2:9]1, predict the reactants needed to synthesize it. The reactants are: C(OC([N:8]1[CH2:11][CH:10]([O:12][C:13]2[CH:18]=[CH:17][C:16]([NH:19][C:20]([C:22]3[S:26][C:25]([C:27]4[CH:32]=[CH:31][C:30]([Cl:33])=[CH:29][CH:28]=4)=[N:24][C:23]=3[CH2:34][CH:35](OC)OC)=[O:21])=[CH:15][C:14]=2[O:40][CH3:41])[CH2:9]1)=O)(C)(C)C.Cl.